Dataset: Catalyst prediction with 721,799 reactions and 888 catalyst types from USPTO. Task: Predict which catalyst facilitates the given reaction. (1) Reactant: [C:1](Cl)(=[O:8])[C:2]1[CH:7]=[CH:6][CH:5]=[CH:4][CH:3]=1.[Cl:10][C:11]1[CH:12]=[C:13]([CH:18]([OH:30])[CH:19]2[CH2:22][N:21]([C:23]([O:25][C:26]([CH3:29])([CH3:28])[CH3:27])=[O:24])[CH2:20]2)[CH:14]=[CH:15][C:16]=1[Cl:17].C(N(CC)CC)C. Product: [C:1]([O:30][CH:18]([C:13]1[CH:14]=[CH:15][C:16]([Cl:17])=[C:11]([Cl:10])[CH:12]=1)[CH:19]1[CH2:20][N:21]([C:23]([O:25][C:26]([CH3:27])([CH3:29])[CH3:28])=[O:24])[CH2:22]1)(=[O:8])[C:2]1[CH:7]=[CH:6][CH:5]=[CH:4][CH:3]=1. The catalyst class is: 79. (2) Reactant: [CH3:1][CH:2](C1N(CC[C@@H](O)C[C@@H](O)CC(O)=O)C(C2C=CC(F)=CC=2)=C(C2C=CC=CC=2)C=1C(NC1C=CC=CC=1)=O)[CH3:3].[C:42]([O:46][C:47](=[O:86])[CH2:48][CH:49]([OH:85])[CH2:50][CH:51]([OH:84])[CH2:52][CH2:53][N:54]1[C:58]([CH:59]([CH3:61])[CH3:60])=[C:57]([C:62](=[O:70])[NH:63][C:64]2[CH:69]=[CH:68][CH:67]=[CH:66][CH:65]=2)[C:56]([C:71]2[CH:76]=[CH:75][CH:74]=[CH:73][CH:72]=2)=[C:55]1[C:77]1[CH:82]=[CH:81][C:80]([F:83])=[CH:79][CH:78]=1)([CH3:45])([CH3:44])[CH3:43].NCCC1OC(C2C=CC=CC=2)OC(CC(OC(C)(C)C)=O)C1.FC1C=CC(C(=O)C(C2C=CC=CC=2)C(C(=O)C(C)C)C(NC2C=CC=CC=2)=O)=CC=1.C(O)(=O)C(C)(C)C. Product: [F:83][C:80]1[CH:81]=[CH:82][C:77]([C:55]2[N:54]([CH2:53][CH2:52][CH:51]3[O:84][C:2]([CH3:3])([CH3:1])[O:85][CH:49]([CH2:48][C:47]([O:46][C:42]([CH3:44])([CH3:45])[CH3:43])=[O:86])[CH2:50]3)[C:58]([CH:59]([CH3:61])[CH3:60])=[C:57]([C:62](=[O:70])[NH:63][C:64]3[CH:65]=[CH:66][CH:67]=[CH:68][CH:69]=3)[C:56]=2[C:71]2[CH:76]=[CH:75][CH:74]=[CH:73][CH:72]=2)=[CH:78][CH:79]=1. The catalyst class is: 244. (3) Reactant: [CH2:1]([C@@H:8]1[CH2:12][O:11][C:10](=[O:13])[NH:9]1)[C:2]1[CH:7]=[CH:6][CH:5]=[CH:4][CH:3]=1.C([O-])([O-])=O.[K+].[K+].CN[C@@H:22]1[CH2:27][CH2:26][CH2:25][CH2:24][C@H:23]1NC.IC1C=CC=CC=1. Product: [CH2:1]([C@@H:8]1[CH2:12][O:11][C:10](=[O:13])[N:9]1[C:22]1[CH:27]=[CH:26][CH:25]=[CH:24][CH:23]=1)[C:2]1[CH:3]=[CH:4][CH:5]=[CH:6][CH:7]=1. The catalyst class is: 509. (4) The catalyst class is: 3. Reactant: [NH2:1][C:2]1[N:10]=[CH:9][CH:8]=[CH:7][C:3]=1[C:4]([OH:6])=O.ON1C2C=CC=CC=2N=N1.CCN=C=NCCCN(C)C.[O:32]1[C:36]2[CH:37]=[CH:38][C:39]([O:41][C:42]3[CH:43]=[C:44]([CH:47]=[CH:48][CH:49]=3)[CH2:45][NH2:46])=[CH:40][C:35]=2[O:34][CH2:33]1.C(=O)(O)[O-].[Na+]. Product: [O:32]1[C:36]2[CH:37]=[CH:38][C:39]([O:41][C:42]3[CH:43]=[C:44]([CH2:45][NH:46][C:4](=[O:6])[C:3]4[CH:7]=[CH:8][CH:9]=[N:10][C:2]=4[NH2:1])[CH:47]=[CH:48][CH:49]=3)=[CH:40][C:35]=2[O:34][CH2:33]1.